This data is from Reaction yield outcomes from USPTO patents with 853,638 reactions. The task is: Predict the reaction yield, written as a fraction of the theoretical maximum amount of product (1.0 means a 100% yield; for example, 0.34 means a 34% yield). (1) The reactants are [NH2:1][C:2]1[N:10]=[C:9]2[C:5]([NH:6][CH:7]=[N:8]2)=[C:4]([Cl:11])[N:3]=1.[H-].[Na+].I[CH3:15]. The catalyst is CN(C=O)C. The product is [NH2:1][C:2]1[N:10]=[C:9]2[C:5]([N:6]=[CH:7][N:8]2[CH3:15])=[C:4]([Cl:11])[N:3]=1. The yield is 0.770. (2) The reactants are [Cl:1][C:2]1[NH:6][N:5]=[C:4]([CH3:7])[CH:3]=1.[OH2:8].[O-:9][Mn](=O)(=O)=O.[K+]. The catalyst is C(O)(C)(C)C. The product is [Cl:1][C:2]1[NH:6][N:5]=[C:4]([C:7]([OH:9])=[O:8])[CH:3]=1. The yield is 0.670.